From a dataset of Catalyst prediction with 721,799 reactions and 888 catalyst types from USPTO. Predict which catalyst facilitates the given reaction. (1) Reactant: [F:1][CH2:2][CH2:3][N:4]1[CH2:9][CH2:8][N:7](C(OC(C)(C)C)=O)[CH2:6][CH2:5]1.[ClH:17].CCOC(C)=O. Product: [ClH:17].[ClH:17].[F:1][CH2:2][CH2:3][N:4]1[CH2:9][CH2:8][NH:7][CH2:6][CH2:5]1. The catalyst class is: 25. (2) Reactant: [F:1][C:2]1[CH:3]=[C:4]2[C:14]3[C:9](=[CH:10][N:11]=[C:12]([C:15]4[CH:16]=[N:17][CH:18]=[CH:19][CH:20]=4)[CH:13]=3)[NH:8][C:5]2=[N:6][CH:7]=1.[H-].[Na+].[C:23]1([CH3:33])[CH:28]=[CH:27][C:26]([S:29](Cl)(=[O:31])=[O:30])=[CH:25][CH:24]=1.C(=O)([O-])O.[Na+]. Product: [F:1][C:2]1[CH:3]=[C:4]2[C:14]3[C:9](=[CH:10][N:11]=[C:12]([C:15]4[CH:16]=[N:17][CH:18]=[CH:19][CH:20]=4)[CH:13]=3)[N:8]([S:29]([C:26]3[CH:27]=[CH:28][C:23]([CH3:33])=[CH:24][CH:25]=3)(=[O:31])=[O:30])[C:5]2=[N:6][CH:7]=1. The catalyst class is: 42. (3) Reactant: [Cl:1][C:2]1[CH:11]=[N:10][C:9]2[C:8]([N:12]3[CH2:17][CH2:16][O:15][CH2:14][CH2:13]3)=[N:7][C:6]([C:18]3[CH:19]=[C:20](O)[CH:21]=[CH:22][CH:23]=3)=[N:5][C:4]=2[CH:3]=1.[C:25](=[O:28])([O-])[O-:26].[K+].[K+].Cl[CH2:32]OC. Product: [Cl:1][C:2]1[CH:11]=[N:10][C:9]2[C:8]([N:12]3[CH2:13][CH2:14][O:15][CH2:16][CH2:17]3)=[N:7][C:6]([C:18]3[CH:23]=[CH:22][C:21]([O:26][CH2:25][O:28][CH3:32])=[CH:20][CH:19]=3)=[N:5][C:4]=2[CH:3]=1. The catalyst class is: 21. (4) Reactant: [Cl:1][C:2]1C=C[C:5]([CH3:8])=[CH:4][N:3]=1.OO.NC(N)=[O:13].F[C:16](F)(F)[C:17](O)=O.S(S([O-])=O)([O-])=O.[Na+].[Na+].Cl. Product: [Cl:1][C:2]1[C:17]([CH3:16])=[CH:8][CH:5]=[CH:4][N+:3]=1[O-:13]. The catalyst class is: 4. (5) Reactant: [C:1]([C:3]1[CH:4]=[CH:5][C:6]([NH:13][CH:14]2[CH:18]([C:19]3[CH:24]=[CH:23][C:22]([O:25][C:26]([F:29])([F:28])[F:27])=[CH:21][CH:20]=3)[CH2:17][N:16](C(OC(C)(C)C)=O)[CH2:15]2)=[C:7]2[C:12]=1[N:11]=[CH:10][N:9]=[CH:8]2)#[N:2].[OH-:37].[Na+].OO. Product: [F:27][C:26]([F:29])([F:28])[O:25][C:22]1[CH:21]=[CH:20][C:19]([CH:18]2[CH2:17][NH:16][CH2:15][CH:14]2[NH:13][C:6]2[CH:5]=[CH:4][C:3]([C:1]([NH2:2])=[O:37])=[C:12]3[C:7]=2[CH:8]=[N:9][CH:10]=[N:11]3)=[CH:24][CH:23]=1. The catalyst class is: 16. (6) Product: [Br:1][C:2]1[CH:7]=[C:6]2[C:5]([CH:9]=[N:23][N:8]2[C:10](=[O:13])[CH3:11])=[CH:4][CH:3]=1. The catalyst class is: 22. Reactant: [Br:1][C:2]1[CH:3]=[CH:4][C:5]([CH3:9])=[C:6]([NH2:8])[CH:7]=1.[C:10]([O:13]C(=O)C)(=O)[CH3:11].C(O[N:23]=O)CC(C)C.CC([O-])=O.[K+]. (7) The catalyst class is: 2. Product: [C:1]([C:5]1[CH:9]=[C:8]([NH:10][C:11]([NH:13][C@@H:14]2[C:23]3[C:18](=[CH:19][CH:20]=[CH:21][CH:22]=3)[C@H:17]([O:24][C:25]3[CH:26]=[CH:27][C:28]4[N:29]([C:31]([N:34]5[CH2:35][CH2:36][CH2:37][CH2:38][CH2:39]5)=[N:32][N:33]=4)[CH:30]=3)[CH2:16][CH2:15]2)=[O:12])[N:7]([C:40]2[CH:41]=[N:42][N:43]([CH2:45][CH2:46][O:47][S:58]([CH3:57])(=[O:60])=[O:59])[CH:44]=2)[N:6]=1)([CH3:4])([CH3:2])[CH3:3]. Reactant: [C:1]([C:5]1[CH:9]=[C:8]([NH:10][C:11]([NH:13][C@@H:14]2[C:23]3[C:18](=[CH:19][CH:20]=[CH:21][CH:22]=3)[C@H:17]([O:24][C:25]3[CH:26]=[CH:27][C:28]4[N:29]([C:31]([N:34]5[CH2:39][CH2:38][CH2:37][CH2:36][CH2:35]5)=[N:32][N:33]=4)[CH:30]=3)[CH2:16][CH2:15]2)=[O:12])[N:7]([C:40]2[CH:41]=[N:42][N:43]([CH2:45][CH2:46][OH:47])[CH:44]=2)[N:6]=1)([CH3:4])([CH3:3])[CH3:2].CCN(C(C)C)C(C)C.[CH3:57][S:58](Cl)(=[O:60])=[O:59].